This data is from Full USPTO retrosynthesis dataset with 1.9M reactions from patents (1976-2016). The task is: Predict the reactants needed to synthesize the given product. (1) Given the product [ClH:23].[NH2:18][C@H:8]1[CH:9]2[CH:10]3[CH:13]4[CH:1]2[CH:2]2[CH:3]([CH:11]3[CH:12]42)[C@H:4]1[C:5]([O:6][CH3:7])=[O:15], predict the reactants needed to synthesize it. The reactants are: [CH:1]12[CH:13]3[CH:10]4[CH:11]5[CH:12]3[CH:2]1[CH:3]5[CH:4]1[CH:8]([CH:9]24)[C:7](=O)[O:6][C:5]1=[O:15].C([N:18](CC)CC)C.[Cl:23]C(OCC)=O.[N-]=[N+]=[N-].[Na+]. (2) Given the product [Cl:16][C:14]1[N:15]=[C:11]([C:9]([NH:8][C@H:7]2[CH2:6][CH2:5][N:4]([C:19]3[S:20][C:21]4[C:27]([C:28]([O:30][CH2:31][CH3:32])=[O:29])=[CH:26][CH:25]=[CH:24][C:22]=4[N:23]=3)[CH2:3][C@H:2]2[NH:1][CH:36]2[CH2:37][CH2:38][O:33][CH2:34][CH2:35]2)=[O:10])[NH:12][C:13]=1[CH2:17][CH3:18], predict the reactants needed to synthesize it. The reactants are: [NH2:1][C@H:2]1[C@@H:7]([NH:8][C:9]([C:11]2[NH:12][C:13]([CH2:17][CH3:18])=[C:14]([Cl:16])[N:15]=2)=[O:10])[CH2:6][CH2:5][N:4]([C:19]2[S:20][C:21]3[C:27]([C:28]([O:30][CH2:31][CH3:32])=[O:29])=[CH:26][CH:25]=[CH:24][C:22]=3[N:23]=2)[CH2:3]1.[O:33]1[CH2:38][CH2:37][C:36](=O)[CH2:35][CH2:34]1.C(O[BH-](OC(=O)C)OC(=O)C)(=O)C.[Na+]. (3) Given the product [Cl:8][C:5]1[N:4]=[C:3]([Cl:9])[C:2]([CH:23]([C:21]2[CH:20]=[CH:19][N:18]=[C:17]([S:16][CH3:15])[N:22]=2)[OH:24])=[CH:7][N:6]=1, predict the reactants needed to synthesize it. The reactants are: Br[C:2]1[C:3]([Cl:9])=[N:4][C:5]([Cl:8])=[N:6][CH:7]=1.C([Mg]Cl)(C)C.[CH3:15][S:16][C:17]1[N:22]=[C:21]([CH:23]=[O:24])[CH:20]=[CH:19][N:18]=1. (4) The reactants are: [CH2:1]([N:5]1[C:10]2=[C:11]([CH3:14])[NH:12][CH:13]=[C:9]2[C:8](=[O:15])[N:7]([CH3:16])[C:6]1=[O:17])[CH:2]([CH3:4])[CH3:3].Cl[CH2:19][C:20]1[CH:25]=[CH:24][C:23]([O:26][CH3:27])=[CH:22][CH:21]=1.C(=O)([O-])[O-].[Cs+].[Cs+]. Given the product [CH2:1]([N:5]1[C:10]2=[C:11]([CH3:14])[N:12]([CH2:19][C:20]3[CH:25]=[CH:24][C:23]([O:26][CH3:27])=[CH:22][CH:21]=3)[CH:13]=[C:9]2[C:8](=[O:15])[N:7]([CH3:16])[C:6]1=[O:17])[CH:2]([CH3:4])[CH3:3], predict the reactants needed to synthesize it. (5) The reactants are: [OH-].[Li+].[Br:3][C:4]1[N:9]=[CH:8][C:7]([CH2:10][CH2:11][C:12]([CH3:22])([S:18]([CH3:21])(=[O:20])=[O:19])[C:13]([O:15]CC)=[O:14])=[CH:6][CH:5]=1.O1CCCC1CO.O.Cl. Given the product [Br:3][C:4]1[N:9]=[CH:8][C:7]([CH2:10][CH2:11][C:12]([CH3:22])([S:18]([CH3:21])(=[O:20])=[O:19])[C:13]([OH:15])=[O:14])=[CH:6][CH:5]=1, predict the reactants needed to synthesize it. (6) Given the product [CH2:27]([C@H:21]([NH:20][C:18]([C:16]1[NH:15][C:12]2=[CH:13][N:14]=[C:9]([Cl:8])[CH:10]=[C:11]2[CH:17]=1)=[O:19])[C@H:22]([OH:26])[C:23]([N:4]1[CH2:5][CH:6]([OH:7])[CH:2]([OH:1])[CH2:3]1)=[O:24])[C:28]1[CH:33]=[CH:32][CH:31]=[CH:30][CH:29]=1, predict the reactants needed to synthesize it. The reactants are: [OH:1][C@H:2]1[C@@H:6]([OH:7])[CH2:5][NH:4][CH2:3]1.[Cl:8][C:9]1[CH:10]=[C:11]2[CH:17]=[C:16]([C:18]([NH:20][C@@H:21]([CH2:27][C:28]3[CH:33]=[CH:32][CH:31]=[CH:30][CH:29]=3)[C@H:22]([OH:26])[C:23](O)=[O:24])=[O:19])[NH:15][C:12]2=[CH:13][N:14]=1.C1C=CC2N(O)N=NC=2C=1.CCN(C(C)C)C(C)C.CCN=C=NCCCN(C)C. (7) Given the product [NH2:25][C:21]1[N:20]([CH:17]2[CH2:19][CH2:18]2)[C:13]2[CH2:12][CH2:11][CH2:10][CH2:9][C:8]=2[C:22]=1[C:23]#[N:24], predict the reactants needed to synthesize it. The reactants are: [CH2:8]1[CH2:13][CH:12]2O[C:8]3(O)[CH:13](O[C:11]2(O)[CH2:10][CH2:9]1)[CH2:12][CH2:11][CH2:10][CH2:9]3.[CH:17]1([NH2:20])[CH2:19][CH2:18]1.[C:21](#[N:25])[CH2:22][C:23]#[N:24]. (8) Given the product [C:21]1([C:14](=[C:11]2[CH2:12][CH2:13][N:8]([C:6](=[O:7])[C:52]([C:39]3[C:38]4[C:42](=[C:43]([N:46]5[CH:50]=[N:49][C:48]([CH3:51])=[N:47]5)[N:44]=[CH:45][C:37]=4[O:36][CH3:35])[NH:41][CH:40]=3)=[O:56])[CH2:9][CH2:10]2)[C:15]2[N:16]=[CH:17][N:18]([CH3:20])[CH:19]=2)[CH:26]=[CH:25][CH:24]=[CH:23][CH:22]=1, predict the reactants needed to synthesize it. The reactants are: C(O[C:6]([N:8]1[CH2:13][CH2:12][C:11](=[C:14]([C:21]2[CH:26]=[CH:25][CH:24]=[CH:23][CH:22]=2)[C:15]2[N:16]=[CH:17][N:18]([CH3:20])[CH:19]=2)[CH2:10][CH2:9]1)=[O:7])(C)(C)C.C(O)(C(F)(F)F)=O.Cl.[CH3:35][O:36][C:37]1[CH:45]=[N:44][C:43]([N:46]2[CH:50]=[N:49][C:48]([CH3:51])=[N:47]2)=[C:42]2[C:38]=1[C:39]([C:52](=[O:56])C(O)=O)=[CH:40][NH:41]2.C(N(CC)CC)(C)C.C1N(P(Cl)(N2C(=O)OCC2)=O)C(=O)OC1. (9) Given the product [NH:39]1[CH2:40][CH2:41][N:37]=[C:38]1[C:42]1[CH:43]=[CH:44][C:45]([CH2:48][CH2:49][NH:50][C:21]([C:18]2[CH:17]=[C:16]([CH2:15][N:13]([S:10]([C:6]3[C:7]([CH3:9])=[CH:8][C:3]([O:2][CH3:1])=[CH:4][C:5]=3[CH3:24])(=[O:12])=[O:11])[CH3:14])[O:20][CH:19]=2)=[O:22])=[CH:46][CH:47]=1, predict the reactants needed to synthesize it. The reactants are: [CH3:1][O:2][C:3]1[CH:8]=[C:7]([CH3:9])[C:6]([S:10]([N:13]([CH2:15][C:16]2[O:20][CH:19]=[C:18]([C:21](O)=[O:22])[CH:17]=2)[CH3:14])(=[O:12])=[O:11])=[C:5]([CH3:24])[CH:4]=1.C1N=CN(C(N2C=NC=C2)=O)C=1.[NH:37]1[CH2:41][CH2:40][N:39]=[C:38]1[C:42]1[CH:47]=[CH:46][C:45]([CH2:48][CH2:49][NH2:50])=[CH:44][CH:43]=1.CCN(C(C)C)C(C)C. (10) Given the product [ClH:1].[NH:14]1[CH2:17][CH2:16][C@H:15]1[CH2:18][O:19][C:20]1[CH:21]=[N:22][CH:23]=[C:24]([C@H:26]2[CH2:28][C@@H:27]2[CH2:29][CH2:30][F:31])[CH:25]=1, predict the reactants needed to synthesize it. The reactants are: [ClH:1].CCOCC.C(OC([N:14]1[CH2:17][CH2:16][C@H:15]1[CH2:18][O:19][C:20]1[CH:21]=[N:22][CH:23]=[C:24]([C@H:26]2[CH2:28][C@@H:27]2[CH2:29][CH2:30][F:31])[CH:25]=1)=O)(C)(C)C.